This data is from Forward reaction prediction with 1.9M reactions from USPTO patents (1976-2016). The task is: Predict the product of the given reaction. (1) Given the reactants C(O[CH:4](OCC)[CH2:5][O:6][C@H:7]([CH2:17][CH:18]=[CH2:19])[CH2:8][O:9][CH2:10][C:11]1[CH:16]=[CH:15][CH:14]=[CH:13][CH:12]=1)C.S(O)(O)(=O)=O.[NH2:28][OH:29].C([O-])(=O)C.[Na+], predict the reaction product. The product is: [CH2:10]([O:9][CH2:8][C@H:7]([O:6][CH2:5][CH:4]=[N:28][OH:29])[CH2:17][CH:18]=[CH2:19])[C:11]1[CH:16]=[CH:15][CH:14]=[CH:13][CH:12]=1. (2) Given the reactants [NH2:1][C:2]1[CH:3]=[N:4][C:5]2[N:14]([C:15]3[CH:20]=[CH:19][C:18]([F:21])=[CH:17][C:16]=3[F:22])[CH2:13][C:12]3[C:8]4=[C:9]([C:23](=[O:27])[N:24]([CH3:26])[CH:25]=[C:7]4[C:6]=2[CH:28]=1)[NH:10][CH:11]=3.[CH2:29]([S:31](Cl)(=[O:33])=[O:32])[CH3:30].C(N(CC)CC)C.C(O)(C(F)(F)F)=O, predict the reaction product. The product is: [F:22][C:16]1[CH:17]=[C:18]([F:21])[CH:19]=[CH:20][C:15]=1[N:14]1[CH2:13][C:12]2[C:8]3=[C:9]([C:23](=[O:27])[N:24]([CH3:26])[CH:25]=[C:7]3[C:6]3[CH:28]=[C:2]([NH:1][S:31]([CH2:29][CH3:30])(=[O:33])=[O:32])[CH:3]=[N:4][C:5]1=3)[NH:10][CH:11]=2.